Task: Predict the reaction yield, written as a fraction of the theoretical maximum amount of product (1.0 means a 100% yield; for example, 0.34 means a 34% yield).. Dataset: Reaction yield outcomes from USPTO patents with 853,638 reactions (1) The reactants are [C:1]([NH:5][C:6](=[O:8])[OH:7])([CH3:4])([CH3:3])[CH3:2].C[O:10][CH2:11][C:12]1([S:15]([NH2:18])(=[O:17])=[O:16])[CH2:14][CH2:13]1.[CH3:19][C:20]1[O:24][N:23]=[C:22]([CH3:25])[C:21]=1[N:26]=C=O. No catalyst specified. The product is [C:1]([NH:5][C:6](=[O:7])[OH:8])([CH3:4])([CH3:3])[CH3:2].[CH3:25][C:22]1[C:21]([NH:26][C:11]([C:12]2([S:15]([NH2:18])(=[O:17])=[O:16])[CH2:14][CH2:13]2)=[O:10])=[C:20]([CH3:19])[O:24][N:23]=1. The yield is 1.00. (2) The reactants are [Cl:1][C:2]1[N:7]=[N:6][CH:5]=[C:4]([C:8]([O:10]C)=[O:9])[CH:3]=1.O.[OH-].[Li+].Cl. The catalyst is C1COCC1. The product is [Cl:1][C:2]1[N:7]=[N:6][CH:5]=[C:4]([C:8]([OH:10])=[O:9])[CH:3]=1. The yield is 0.790.